Dataset: Full USPTO retrosynthesis dataset with 1.9M reactions from patents (1976-2016). Task: Predict the reactants needed to synthesize the given product. (1) Given the product [CH:1]1([C:4]2[C:5]([NH:21][C@@H:22]3[C:30]4[C:25](=[CH:26][CH:27]=[CH:28][CH:29]=4)[CH2:24][C@H:23]3[NH:31][CH2:35][CH2:34][O:33][CH3:32])=[N:6][C:7]([CH:18]3[CH2:19][CH2:20]3)=[C:8]([C:10]3[CH:15]=[CH:14][C:13]([Cl:16])=[CH:12][C:11]=3[Cl:17])[N:9]=2)[CH2:2][CH2:3]1, predict the reactants needed to synthesize it. The reactants are: [CH:1]1([C:4]2[C:5]([NH:21][C@@H:22]3[C:30]4[C:25](=[CH:26][CH:27]=[CH:28][CH:29]=4)[CH2:24][C@H:23]3[NH2:31])=[N:6][C:7]([CH:18]3[CH2:20][CH2:19]3)=[C:8]([C:10]3[CH:15]=[CH:14][C:13]([Cl:16])=[CH:12][C:11]=3[Cl:17])[N:9]=2)[CH2:3][CH2:2]1.[CH3:32][O:33][CH2:34][CH:35]=O.[BH3-]C#N.[Na+]. (2) Given the product [O:24]=[C:15]1[C:16]2[C:21](=[CH:20][CH:19]=[CH:18][CH:17]=2)[C:22](=[O:23])[N:14]1[CH2:13][CH2:12][CH2:11][CH2:10][C:7]1[CH:8]=[CH:9][C:4]([O:3][C:27](=[S:28])[N:26]([CH3:30])[CH3:25])=[CH:5][CH:6]=1, predict the reactants needed to synthesize it. The reactants are: [H-].[Na+].[OH:3][C:4]1[CH:9]=[CH:8][C:7]([CH2:10][CH2:11][CH2:12][CH2:13][N:14]2[C:22](=[O:23])[C:21]3[C:16](=[CH:17][CH:18]=[CH:19][CH:20]=3)[C:15]2=[O:24])=[CH:6][CH:5]=1.[CH3:25][N:26]([CH3:30])[C:27](Cl)=[S:28]. (3) Given the product [O:1]1[C:5]([C:6]2[CH:7]=[CH:8][C:9]([CH:10]=[O:11])=[CH:12][CH:13]=2)=[CH:4][N:3]=[CH:2]1, predict the reactants needed to synthesize it. The reactants are: [O:1]1[C:5]([C:6]2[CH:13]=[CH:12][C:9]([CH2:10][OH:11])=[CH:8][CH:7]=2)=[CH:4][N:3]=[CH:2]1. (4) The reactants are: [CH2:1]([O:3][C:4](=[O:17])[C:5]([O:8][C:9]1[CH:14]=[C:13]([OH:15])[CH:12]=[CH:11][C:10]=1[CH3:16])([CH3:7])[CH3:6])[CH3:2].[CH3:18][C:19]1[C:24]([CH2:25]O)=[CH:23][CH:22]=[C:21]([C:27]2[CH:32]=[CH:31][C:30]([C:33]([F:36])([F:35])[F:34])=[CH:29][CH:28]=2)[N:20]=1.C1(P(C2C=CC=CC=2)C2C=CC=CC=2)C=CC=CC=1.N(C(OC(C)(C)C)=O)=NC(OC(C)(C)C)=O. Given the product [CH2:1]([O:3][C:4](=[O:17])[C:5]([CH3:6])([O:8][C:9]1[CH:14]=[C:13]([O:15][CH2:25][C:24]2[C:19]([CH3:18])=[N:20][C:21]([C:27]3[CH:28]=[CH:29][C:30]([C:33]([F:36])([F:34])[F:35])=[CH:31][CH:32]=3)=[CH:22][CH:23]=2)[CH:12]=[CH:11][C:10]=1[CH3:16])[CH3:7])[CH3:2], predict the reactants needed to synthesize it. (5) Given the product [Cl:1][C:2]1[CH:7]=[CH:6][CH:5]=[CH:4][C:3]=1[C:8]1[N:13]([CH2:14][C:15]2[CH:16]=[CH:17][CH:18]=[CH:19][CH:20]=2)[C:12](=[O:21])[C:11]([C:33]([NH:40][CH2:51][C:52]([OH:54])=[O:53])=[O:62])=[C:10]([OH:22])[N:9]=1, predict the reactants needed to synthesize it. The reactants are: [Cl:1][C:2]1[CH:7]=[CH:6][CH:5]=[CH:4][C:3]=1[C:8]1[N:13]([CH2:14][C:15]2[CH:20]=[CH:19][CH:18]=[CH:17][CH:16]=2)[C:12](=[O:21])[CH:11]=[C:10]([OH:22])[N:9]=1.[Cl-].C[Al+]C.CCCCCC.[CH2:33]([NH2:40])C1C=CC=CC=1.ClC1C=CC=CC=1C#N.C(OCC)(=O)[CH2:51][C:52]([O:54]CC)=[O:53].C[O-:62].[Na+].CO.Cl. (6) Given the product [NH2:34][C:33]1[C:24]([C:22]([NH:21][C:16]2[CH:17]=[N:18][CH:19]=[CH:20][C:15]=2[N:11]2[CH2:12][CH2:13][CH2:14][C@H:9]([NH2:8])[CH2:10]2)=[O:23])=[N:25][C:26]2[C:31]([CH:32]=1)=[CH:30][CH:29]=[C:28]([CH2:45][N:47]1[CH2:51][CH2:50][CH2:49][CH2:48]1)[CH:27]=2, predict the reactants needed to synthesize it. The reactants are: C(OC([NH:8][C@H:9]1[CH2:14][CH2:13][CH2:12][N:11]([C:15]2[CH:20]=[CH:19][N:18]=[CH:17][C:16]=2[NH:21][C:22]([C:24]2[C:33]([NH:34]C(=O)OCC3C=CC=CC=3)=[CH:32][C:31]3[C:26](=[CH:27][C:28]([CH:45]=O)=[CH:29][CH:30]=3)[N:25]=2)=[O:23])[CH2:10]1)=O)(C)(C)C.[NH:47]1[CH2:51][CH2:50][CH2:49][CH2:48]1.C(O[BH-](OC(=O)C)OC(=O)C)(=O)C.[Na+].Br.CC(O)=O. (7) Given the product [C:12]([C:4]1[C:5]2[C:10](=[CH:9][CH:8]=[CH:7][CH:6]=2)[CH:11]=[C:2]([B:14]([OH:19])[OH:15])[CH:3]=1)#[N:13], predict the reactants needed to synthesize it. The reactants are: Br[C:2]1[CH:3]=[C:4]([C:12]#[N:13])[C:5]2[C:10]([CH:11]=1)=[CH:9][CH:8]=[CH:7][CH:6]=2.[B:14](OC(C)C)([O:19]C(C)C)[O:15]C(C)C.C([Li])CCC.[Cl-].[NH4+]. (8) Given the product [C:1]([CH2:3][C:4]([NH:6][CH:7]([C:11]1[CH:12]=[CH:13][C:14]([O:17][CH2:18][CH2:19][N:20]2[CH2:23][CH2:24][CH2:22][CH2:21]2)=[CH:15][CH:16]=1)[CH2:8][CH2:9][CH3:10])=[O:5])#[N:2], predict the reactants needed to synthesize it. The reactants are: [C:1]([CH2:3][C:4]([NH:6][CH:7]([C:11]1[CH:16]=[CH:15][C:14]([O:17][CH2:18][CH2:19][N:20]([CH2:23][CH3:24])[CH2:21][CH3:22])=[CH:13][CH:12]=1)[CH2:8][CH2:9][CH3:10])=[O:5])#[N:2].N1(CCOC2C=CC(C(N)CCC)=CC=2)CCCC1.